Dataset: Catalyst prediction with 721,799 reactions and 888 catalyst types from USPTO. Task: Predict which catalyst facilitates the given reaction. Reactant: [NH2:1][C:2]1[CH:7]=[CH:6][C:5]([C:8]2[CH:13]=[CH:12][C:11]([C:14]([F:17])([F:16])[F:15])=[CH:10][CH:9]=2)=[CH:4][C:3]=1[C:18]1[NH:22][C:21](=[O:23])[O:20][N:19]=1.[F:24][C:25]1[CH:26]=[C:27]([N:32]=[C:33]=[O:34])[CH:28]=[C:29]([F:31])[CH:30]=1.C(#N)C. Product: [F:24][C:25]1[CH:26]=[C:27]([NH:32][C:33]([NH:1][C:2]2[CH:7]=[CH:6][C:5]([C:8]3[CH:9]=[CH:10][C:11]([C:14]([F:15])([F:16])[F:17])=[CH:12][CH:13]=3)=[CH:4][C:3]=2[C:18]2[NH:22][C:21](=[O:23])[O:20][N:19]=2)=[O:34])[CH:28]=[C:29]([F:31])[CH:30]=1. The catalyst class is: 11.